From a dataset of Reaction yield outcomes from USPTO patents with 853,638 reactions. Predict the reaction yield, written as a fraction of the theoretical maximum amount of product (1.0 means a 100% yield; for example, 0.34 means a 34% yield). The reactants are [CH3:1][O:2][C:3]1[C:8]([O:9][CH3:10])=[CH:7][CH:6]=[CH:5][C:4]=1[OH:11].Cl[C:13]1[C:18]([N+:19]([O-:21])=[O:20])=[CH:17][CH:16]=[CH:15][C:14]=1[CH3:22].[CH3:23][O:24][C:25]1[C:39]([O:40][CH3:41])=[CH:38][CH:37]=[CH:36][C:26]=1[O:27][C:28]1[C:34]([CH3:35])=[CH:33][CH:32]=[CH:31][C:29]=1[NH2:30].[NH2:42][C:43]1[S:44][CH:45]=[CH:46][N:47]=1. No catalyst specified. The product is [CH3:1][O:2][C:3]1[C:8]([O:9][CH3:10])=[CH:7][CH:6]=[CH:5][C:4]=1[O:11][C:13]1[C:18]([N+:19]([O-:21])=[O:20])=[CH:17][CH:16]=[CH:15][C:14]=1[CH3:22].[CH3:23][O:24][C:25]1[C:39]([O:40][CH3:41])=[CH:38][CH:37]=[CH:36][C:26]=1[O:27][C:28]1[C:34]([CH3:35])=[CH:33][CH:32]=[CH:31][C:29]=1[NH:30][C:4]([NH:42][C:43]1[S:44][CH:45]=[CH:46][N:47]=1)=[O:11]. The yield is 0.560.